From a dataset of Full USPTO retrosynthesis dataset with 1.9M reactions from patents (1976-2016). Predict the reactants needed to synthesize the given product. (1) Given the product [CH3:1][C:2]1[CH:7]=[C:6]([O:8][C:9]2[CH:14]=[CH:13][C:12]([C:15]([O:24][CH2:25][O:26][CH3:27])([C:16]([F:17])([F:18])[F:19])[C:20]([F:21])([F:22])[F:23])=[CH:11][C:10]=2[CH2:28][CH2:29][CH3:30])[CH:5]=[CH:4][C:3]=1[NH2:31], predict the reactants needed to synthesize it. The reactants are: [CH3:1][C:2]1[CH:7]=[C:6]([O:8][C:9]2[CH:14]=[CH:13][C:12]([C:15]([O:24][CH2:25][O:26][CH3:27])([C:20]([F:23])([F:22])[F:21])[C:16]([F:19])([F:18])[F:17])=[CH:11][C:10]=2[CH2:28][CH2:29][CH3:30])[CH:5]=[CH:4][C:3]=1[N+:31]([O-])=O. (2) Given the product [CH3:26][O:25][C:20]1[CH:21]=[CH:22][CH:23]=[CH:24][C:19]=1[O:18][C:17]1[C:12]([O:18][CH2:19][CH2:20][OH:25])=[N:13][C:14]([C:5]2[N:1]=[CH:8][CH:9]=[CH:28][N:30]=2)=[N:15][C:16]=1[Cl:27], predict the reactants needed to synthesize it. The reactants are: [N:1]([CH2:8][CH2:9]O)([CH2:5]CO)CCO.Cl[C:12]1[C:17]([O:18][C:19]2[CH:24]=[CH:23][CH:22]=[CH:21][C:20]=2[O:25][CH3:26])=[C:16]([Cl:27])[N:15]=[CH:14][N:13]=1.[C:28](#[N:30])C. (3) Given the product [CH3:25][O:24][C:17]1[CH:16]=[C:15]([N:11]2[CH2:12][CH2:13][CH:8]([N:5]3[CH2:6][CH2:7][N:2]([CH3:1])[CH2:3][CH2:4]3)[CH2:9][CH2:10]2)[CH:20]=[CH:19][C:18]=1[N+:21]([O-:23])=[O:22], predict the reactants needed to synthesize it. The reactants are: [CH3:1][N:2]1[CH2:7][CH2:6][N:5]([CH:8]2[CH2:13][CH2:12][NH:11][CH2:10][CH2:9]2)[CH2:4][CH2:3]1.F[C:15]1[CH:20]=[CH:19][C:18]([N+:21]([O-:23])=[O:22])=[C:17]([O:24][CH3:25])[CH:16]=1.C(=O)([O-])[O-].[K+].[K+]. (4) Given the product [F:33][C:27]1[CH:26]=[C:25]([N:12]2[CH2:13][CH2:14][C:9]3[O:8][C:7]([C:2]4[CH:3]=[CH:4][CH:5]=[CH:6][N:1]=4)=[N:23][C:10]=3[CH2:11]2)[CH:32]=[CH:31][C:28]=1[C:29]#[N:30], predict the reactants needed to synthesize it. The reactants are: [N:1]1[CH:6]=[CH:5][CH:4]=[CH:3][C:2]=1[C:7]1[O:8][C:9]2[CH2:14][CH2:13][N:12](C3C=C(C=CC=3)C#N)[CH2:11][C:10]=2[N:23]=1.Br[C:25]1[CH:32]=[CH:31][C:28]([C:29]#[N:30])=[C:27]([F:33])[CH:26]=1. (5) Given the product [CH3:1][C:2]1[CH:7]=[C:6]([CH3:8])[N:5]=[C:4]([N:9]2[CH2:16][CH:15]3[CH2:14][N:13]([C:26]([C:25]4[CH:29]=[CH:30][C:22]([F:21])=[CH:23][C:24]=4[N:31]4[N:35]=[CH:34][CH:33]=[N:32]4)=[O:27])[CH2:12][CH:11]3[CH2:10]2)[N:3]=1, predict the reactants needed to synthesize it. The reactants are: [CH3:1][C:2]1[CH:7]=[C:6]([CH3:8])[N:5]=[C:4]([N:9]2[CH2:16][CH:15]3[CH:11]([CH2:12][NH:13][CH2:14]3)[CH2:10]2)[N:3]=1.CC(O)=O.[F:21][C:22]1[CH:30]=[CH:29][C:25]([C:26](O)=[O:27])=[C:24]([N:31]2[N:35]=[CH:34][CH:33]=[N:32]2)[CH:23]=1. (6) Given the product [Br:1][C:2]1[C:10]2[C:6](=[C:7]([Cl:15])[N:8]([CH3:11])[N:9]=2)[CH:5]=[CH:4][CH:3]=1, predict the reactants needed to synthesize it. The reactants are: [Br:1][C:2]1[C:10]2[C:6](=[CH:7][N:8]([CH3:11])[N:9]=2)[CH:5]=[CH:4][CH:3]=1.S(Cl)([Cl:15])(=O)=O.[OH-].[Na+]. (7) Given the product [Br:1][C:2]1[CH:3]=[N:4][CH:5]=[C:6]([NH2:9])[C:7]=1[CH3:8], predict the reactants needed to synthesize it. The reactants are: [Br:1][C:2]1[CH:3]=[N:4][CH:5]=[C:6]([N+:9]([O-])=O)[C:7]=1[CH3:8].